This data is from NCI-60 drug combinations with 297,098 pairs across 59 cell lines. The task is: Regression. Given two drug SMILES strings and cell line genomic features, predict the synergy score measuring deviation from expected non-interaction effect. Drug 1: CC12CCC(CC1=CCC3C2CCC4(C3CC=C4C5=CN=CC=C5)C)O. Drug 2: CC1=C(N=C(N=C1N)C(CC(=O)N)NCC(C(=O)N)N)C(=O)NC(C(C2=CN=CN2)OC3C(C(C(C(O3)CO)O)O)OC4C(C(C(C(O4)CO)O)OC(=O)N)O)C(=O)NC(C)C(C(C)C(=O)NC(C(C)O)C(=O)NCCC5=NC(=CS5)C6=NC(=CS6)C(=O)NCCC[S+](C)C)O. Cell line: MDA-MB-435. Synergy scores: CSS=8.73, Synergy_ZIP=-1.25, Synergy_Bliss=1.54, Synergy_Loewe=-0.657, Synergy_HSA=0.164.